The task is: Regression. Given two drug SMILES strings and cell line genomic features, predict the synergy score measuring deviation from expected non-interaction effect.. This data is from NCI-60 drug combinations with 297,098 pairs across 59 cell lines. (1) Synergy scores: CSS=-5.56, Synergy_ZIP=4.68, Synergy_Bliss=0.767, Synergy_Loewe=-6.98, Synergy_HSA=-7.75. Cell line: A498. Drug 2: CC12CCC3C(C1CCC2O)C(CC4=C3C=CC(=C4)O)CCCCCCCCCS(=O)CCCC(C(F)(F)F)(F)F. Drug 1: CCCCCOC(=O)NC1=NC(=O)N(C=C1F)C2C(C(C(O2)C)O)O. (2) Drug 1: C1CCC(C1)C(CC#N)N2C=C(C=N2)C3=C4C=CNC4=NC=N3. Drug 2: CN(C(=O)NC(C=O)C(C(C(CO)O)O)O)N=O. Cell line: RXF 393. Synergy scores: CSS=-3.46, Synergy_ZIP=-1.07, Synergy_Bliss=-5.42, Synergy_Loewe=-10.3, Synergy_HSA=-6.56.